Dataset: Forward reaction prediction with 1.9M reactions from USPTO patents (1976-2016). Task: Predict the product of the given reaction. Given the reactants [O-:1][CH2:2][CH3:3].[Na+].F[C:6]1[CH:11]=[CH:10][N:9]=[CH:8][C:7]=1[O:12][CH2:13][O:14][CH2:15][CH2:16][Si:17]([CH3:20])([CH3:19])[CH3:18].O, predict the reaction product. The product is: [CH2:2]([O:1][C:6]1[CH:11]=[CH:10][N:9]=[CH:8][C:7]=1[O:12][CH2:13][O:14][CH2:15][CH2:16][Si:17]([CH3:20])([CH3:19])[CH3:18])[CH3:3].